Dataset: Full USPTO retrosynthesis dataset with 1.9M reactions from patents (1976-2016). Task: Predict the reactants needed to synthesize the given product. (1) Given the product [CH3:28][CH:29]([CH3:31])[CH2:30][O:26][C:25]([C:22]1([C:20]2[N:21]=[C:4]3[C:3]([O:2][CH3:1])=[CH:8][CH:7]=[C:6]([C:9]4[CH:10]=[C:11]5[C:15](=[CH:16][CH:17]=4)[C:14](=[O:18])[O:13][CH2:12]5)[N:5]3[N:19]=2)[CH2:23][CH2:24]1)=[O:27], predict the reactants needed to synthesize it. The reactants are: [CH3:1][O:2][C:3]1[C:4]2[N:5]([N:19]=[C:20]([C:22]3([C:25]([OH:27])=[O:26])[CH2:24][CH2:23]3)[N:21]=2)[C:6]([C:9]2[CH:10]=[C:11]3[C:15](=[CH:16][CH:17]=2)[C:14](=[O:18])[O:13][CH2:12]3)=[CH:7][CH:8]=1.[CH2:28](O)[CH:29]([CH3:31])[CH3:30].CCN=C=NCCCN(C)C.Cl. (2) Given the product [C:67]([C:66]1[CH:69]=[CH:70][C:63]([NH:62][C:29]([CH:20]2[NH:19][CH:18]([CH2:32][C:33]([CH3:35])([CH3:36])[CH3:34])[C:17]3([C:12]4[C:13](=[CH:14][C:9]([Cl:8])=[CH:10][CH:11]=4)[NH:15][C:16]3=[O:37])[CH:21]2[C:22]2[CH:27]=[CH:26][CH:25]=[C:24]([Cl:28])[CH:23]=2)=[O:30])=[C:64]([O:71][CH3:72])[CH:65]=1)#[N:68], predict the reactants needed to synthesize it. The reactants are: FC(F)(F)C(O)=O.[Cl:8][C:9]1[CH:14]=[C:13]2[NH:15][C:16](=[O:37])[C:17]3([CH:21]([C:22]4[CH:27]=[CH:26][CH:25]=[C:24]([Cl:28])[CH:23]=4)[CH:20]([C:29](O)=[O:30])[NH:19][CH:18]3[CH2:32][C:33]([CH3:36])([CH3:35])[CH3:34])[C:12]2=[CH:11][CH:10]=1.C(N(C(C)C)CC)(C)C.C1(P(Cl)(C2C=CC=CC=2)=O)C=CC=CC=1.[NH2:62][C:63]1[CH:70]=[CH:69][C:66]([C:67]#[N:68])=[CH:65][C:64]=1[O:71][CH3:72]. (3) Given the product [Cl:28][C:25]1[CH:26]=[CH:27][C:22]([C:11]2[N:12]([CH2:15][CH:16]([OH:21])[C:17]([F:20])([F:19])[F:18])[C:13](=[O:14])[N:9]([CH2:8][C:4]3[CH:5]=[N:6][CH:7]=[C:2]([C:32]4[CH:33]=[CH:34][CH:35]=[CH:36][C:31]=4[C:30]([F:41])([F:40])[F:29])[CH:3]=3)[N:10]=2)=[CH:23][CH:24]=1, predict the reactants needed to synthesize it. The reactants are: Br[C:2]1[CH:3]=[C:4]([CH2:8][N:9]2[C:13](=[O:14])[N:12]([CH2:15][CH:16]([OH:21])[C:17]([F:20])([F:19])[F:18])[C:11]([C:22]3[CH:27]=[CH:26][C:25]([Cl:28])=[CH:24][CH:23]=3)=[N:10]2)[CH:5]=[N:6][CH:7]=1.[F:29][C:30]([F:41])([F:40])[C:31]1[CH:36]=[CH:35][CH:34]=[CH:33][C:32]=1B(O)O.C(=O)([O-])[O-].[Na+].[Na+]. (4) The reactants are: [O:1]1[CH:3]([CH2:4][CH3:5])[CH2:2]1.[Na].P(=O)(O)(O)O.[CH:12]([O:15][CH2:16][CH:17]([OH:20])[CH2:18][CH3:19])([CH3:14])[CH3:13]. Given the product [CH:12]([O:15][CH2:16][CH:17]([O:20][CH2:2][CH:3]([OH:1])[CH2:4][CH3:5])[CH2:18][CH3:19])([CH3:14])[CH3:13], predict the reactants needed to synthesize it. (5) Given the product [CH2:30]([O:29][C:27]([N:1]1[CH2:5][CH2:4][CH:3]([C:6]([N:8]2[CH:12]3[CH2:13][CH:14]4[C:17]([CH3:19])([CH3:18])[C:11]3([CH2:16][CH2:15]4)[CH2:10][S:9]2(=[O:20])=[O:21])=[O:7])[NH:2]1)=[O:28])[C:31]1[CH:36]=[CH:35][CH:34]=[CH:33][CH:32]=1, predict the reactants needed to synthesize it. The reactants are: [N:1]1[NH:2][CH:3]([C:6]([N:8]2[CH:12]3[CH2:13][CH:14]4[C:17]([CH3:19])([CH3:18])[C:11]3([CH2:16][CH2:15]4)[CH2:10][S:9]2(=[O:21])=[O:20])=[O:7])[CH2:4][CH:5]=1.C([BH3-])#N.[Na+].Cl[C:27]([O:29][CH2:30][C:31]1[CH:36]=[CH:35][CH:34]=[CH:33][CH:32]=1)=[O:28].C(N(CC)CC)C. (6) Given the product [CH2:1]([OH:9])[CH:2]=[CH:3][CH2:4][CH2:5][CH2:6][CH2:7][CH3:8], predict the reactants needed to synthesize it. The reactants are: [CH2:1]([OH:9])[C:2]#[C:3][CH2:4][CH2:5][CH2:6][CH2:7][CH3:8].N1C2C(=CC=CC=2)C=CC=1.[H][H].